From a dataset of Catalyst prediction with 721,799 reactions and 888 catalyst types from USPTO. Predict which catalyst facilitates the given reaction. (1) The catalyst class is: 35. Product: [C:30]([O:34][C:35]([N:37]1[CH2:44][CH2:43][C@:42]2([CH3:47])[C@H:45]([CH3:46])[C@H:38]1[CH2:39][C:40]1[CH:51]=[CH:50][C:49]([C:52]([NH:13][NH2:14])=[O:53])=[CH:48][C:41]=12)=[O:36])([CH3:32])([CH3:31])[CH3:33]. Reactant: CCN(CC)CC.F[B-](F)(F)F.[N:13]1(OC(N(C)C)=[N+](C)C)C2C=CC=CC=2N=[N:14]1.[C:30]([O:34][C:35]([N:37]1[CH2:44][CH2:43][C@:42]2([CH3:47])[C@H:45]([CH3:46])[C@H:38]1[CH2:39][C:40]1[CH:51]=[CH:50][C:49]([C:52](O)=[O:53])=[CH:48][C:41]=12)=[O:36])([CH3:33])([CH3:32])[CH3:31].O.NN. (2) Reactant: [CH3:1][C:2]1([CH3:20])[CH2:11][CH2:10][C:9]([CH3:13])([CH3:12])[C:8]2[CH:7]=[C:6](B(O)O)[C:5]([O:17][CH2:18][CH3:19])=[CH:4][C:3]1=2.[C:21](=[O:24])([O-])[O-].[Na+].[Na+].O.[CH2:28]([OH:30])[CH3:29]. Product: [C:28]([C:21]1[O:24][C:3]2[C:8]([C:6]3[C:5]([O:17][CH2:18][CH3:19])=[CH:4][C:3]4[C:2]([CH3:20])([CH3:1])[CH2:11][CH2:10][C:9]([CH3:13])([CH3:12])[C:8]=4[CH:7]=3)=[CH:9][CH:10]=[CH:11][C:2]=2[CH:1]=1)(=[O:30])[CH3:29]. The catalyst class is: 109. (3) Reactant: C[O:2][C:3](=O)[C@@H:4]([O:6][C:7]1[C:16]([N+:17]([O-])=O)=[CH:15][C:10]([C:11]([O:13][CH3:14])=[O:12])=[CH:9][N:8]=1)[CH3:5]. The catalyst class is: 180. Product: [CH3:5][C@@H:4]1[O:6][C:7]2[N:8]=[CH:9][C:10]([C:11]([O:13][CH3:14])=[O:12])=[CH:15][C:16]=2[NH:17][C:3]1=[O:2]. (4) Reactant: [Br:1][C:2]1[CH:7]=[C:6]([NH2:8])[CH:5]=[C:4]([O:9][CH3:10])[N:3]=1.C(N(CC)CC)C.[Cl-].[C:19]([O:24][CH2:25][CH3:26])(=[O:23])[C:20]([O-])=[O:21].O. Product: [CH2:25]([O:24][C:19](=[O:23])[C:20]([NH:8][C:6]1[CH:5]=[C:4]([O:9][CH3:10])[N:3]=[C:2]([Br:1])[CH:7]=1)=[O:21])[CH3:26]. The catalyst class is: 4. (5) Reactant: Br[C:2]1[CH:10]=[C:9]2[C:5]([CH:6]=[N:7][N:8]2[CH3:11])=[C:4]([C:12]2[O:13][C:14]([CH2:17][N:18]3[CH2:23][C@H:22]([CH3:24])[O:21][C@H:20]([CH3:25])[CH2:19]3)=[N:15][N:16]=2)[CH:3]=1.[CH3:26][O:27][C:28]1[C:33]([NH:34][S:35]([CH3:38])(=[O:37])=[O:36])=[CH:32][C:31](B2OC(C)(C)C(C)(C)O2)=[CH:30][N:29]=1.C(=O)([O-])[O-].[Na+].[Na+]. Product: [CH3:25][C@H:20]1[O:21][C@@H:22]([CH3:24])[CH2:23][N:18]([CH2:17][C:14]2[O:13][C:12]([C:4]3[CH:3]=[C:2]([C:31]4[CH:32]=[C:33]([NH:34][S:35]([CH3:38])(=[O:36])=[O:37])[C:28]([O:27][CH3:26])=[N:29][CH:30]=4)[CH:10]=[C:9]4[C:5]=3[CH:6]=[N:7][N:8]4[CH3:11])=[N:16][N:15]=2)[CH2:19]1. The catalyst class is: 38. (6) Reactant: Br[C:2]1[S:3][CH:4]=[C:5]([Br:7])[CH:6]=1.[C:8]([C:12]1[CH:17]=[C:16](B2OC(C)(C)C(C)(C)O2)[CH:15]=[CH:14][N:13]=1)([CH3:11])([CH3:10])[CH3:9].C(=O)([O-])[O-].[Na+].[Na+].CC1(C)C2C(=C(P(C3C=CC=CC=3)C3C=CC=CC=3)C=CC=2)OC2C(P(C3C=CC=CC=3)C3C=CC=CC=3)=CC=CC1=2. Product: [Br:7][C:5]1[CH:6]=[C:2]([C:16]2[CH:15]=[CH:14][N:13]=[C:12]([C:8]([CH3:11])([CH3:10])[CH3:9])[CH:17]=2)[S:3][CH:4]=1. The catalyst class is: 427. (7) Reactant: [CH3:1][C:2]1[CH:8]=[C:7]([CH3:9])[CH:6]=[C:5]([CH3:10])[C:3]=1[NH2:4].N1C=CC=CC=1.[C:17](Cl)(=[O:19])[CH3:18]. Product: [CH3:1][C:2]1[CH:8]=[C:7]([CH3:9])[CH:6]=[C:5]([CH3:10])[C:3]=1[NH:4][C:17](=[O:19])[CH3:18]. The catalyst class is: 2.